Dataset: Reaction yield outcomes from USPTO patents with 853,638 reactions. Task: Predict the reaction yield, written as a fraction of the theoretical maximum amount of product (1.0 means a 100% yield; for example, 0.34 means a 34% yield). (1) The reactants are Br[C:2]1[CH:8]=[C:7]([N+:9]([O-:11])=[O:10])[CH:6]=[CH:5][C:3]=1[NH2:4].[C:12]1(B(O)O)[CH:17]=[CH:16][CH:15]=[CH:14][CH:13]=1.C(=O)([O-])[O-].[K+].[K+].Cl. The catalyst is CC(C)=O.O.C([O-])(=O)C.[Pd+2].C([O-])(=O)C.C(OCC)C. The product is [C:12]1([C:2]2[CH:8]=[C:7]([N+:9]([O-:11])=[O:10])[CH:6]=[CH:5][C:3]=2[NH2:4])[CH:17]=[CH:16][CH:15]=[CH:14][CH:13]=1. The yield is 0.600. (2) The reactants are [NH2:1][C:2]1[N:6]([CH2:7][CH2:8][CH2:9][CH3:10])[C:5](Br)=[N:4][C:3]=1[C:12]([NH2:14])=[O:13].CC(C)([O-])C.[K+].[Br-].[Li+].[C:23]1([C:29]2[N:30]=[C:31]([SH:34])[S:32][CH:33]=2)[CH:28]=[CH:27][CH:26]=[CH:25][CH:24]=1. The catalyst is CN(C=O)C. The product is [NH2:1][C:2]1[N:6]([CH2:7][CH2:8][CH2:9][CH3:10])[C:5]([S:34][C:31]2[S:32][CH:33]=[C:29]([C:23]3[CH:28]=[CH:27][CH:26]=[CH:25][CH:24]=3)[N:30]=2)=[N:4][C:3]=1[C:12]([NH2:14])=[O:13]. The yield is 0.180. (3) The reactants are [Cl:1][C:2]1[CH:7]=[CH:6][N:5]2[C:8](I)=[CH:9][N:10]=[C:4]2[CH:3]=1.[CH2:12]([O:14][C:15]1[CH:20]=[CH:19][C:18](B(O)O)=[CH:17][CH:16]=1)[CH3:13].C(=O)([O-])[O-].[Na+].[Na+].O1CCOCC1. The catalyst is C1C=CC([P]([Pd]([P](C2C=CC=CC=2)(C2C=CC=CC=2)C2C=CC=CC=2)([P](C2C=CC=CC=2)(C2C=CC=CC=2)C2C=CC=CC=2)[P](C2C=CC=CC=2)(C2C=CC=CC=2)C2C=CC=CC=2)(C2C=CC=CC=2)C2C=CC=CC=2)=CC=1.O. The product is [Cl:1][C:2]1[CH:7]=[CH:6][N:5]2[C:8]([C:18]3[CH:19]=[CH:20][C:15]([O:14][CH2:12][CH3:13])=[CH:16][CH:17]=3)=[CH:9][N:10]=[C:4]2[CH:3]=1. The yield is 0.700. (4) The reactants are [C:1]([N:8]1[CH2:11][CH:10]([OH:12])[CH2:9]1)([O:3][C:4]([CH3:7])([CH3:6])[CH3:5])=[O:2].[H-].[Na+].[Cl:15][C:16]1[N:21]=[C:20](S(C)(=O)=O)[N:19]=[C:18]([N:26]2[CH2:31][CH2:30][O:29][CH2:28][CH2:27]2)[CH:17]=1. The catalyst is CN(C=O)C. The product is [Cl:15][C:16]1[CH:17]=[C:18]([N:26]2[CH2:31][CH2:30][O:29][CH2:28][CH2:27]2)[N:19]=[C:20]([O:12][CH:10]2[CH2:11][N:8]([C:1]([O:3][C:4]([CH3:7])([CH3:6])[CH3:5])=[O:2])[CH2:9]2)[N:21]=1. The yield is 0.840. (5) The reactants are [I:1][CH2:2][CH2:3][CH2:4][CH2:5][C:6]1[CH:11]=[CH:10][CH:9]=[CH:8][CH:7]=1.[CH:12]1[CH:17]=[CH:16][C:15]([P:18]([C:25]2[CH:30]=[CH:29][CH:28]=[CH:27][CH:26]=2)[C:19]2[CH:24]=[CH:23][CH:22]=[CH:21][CH:20]=2)=[CH:14][CH:13]=1. The catalyst is CC#N. The product is [I-:1].[C:25]1([P+:18]([C:15]2[CH:14]=[CH:13][CH:12]=[CH:17][CH:16]=2)([C:19]2[CH:24]=[CH:23][CH:22]=[CH:21][CH:20]=2)[CH2:2][CH2:3][CH2:4][CH2:5][C:6]2[CH:11]=[CH:10][CH:9]=[CH:8][CH:7]=2)[CH:26]=[CH:27][CH:28]=[CH:29][CH:30]=1. The yield is 0.620. (6) The reactants are C([O:3][C:4](=[O:42])[CH2:5][CH:6]1[CH2:11][CH2:10][N:9]([C:12]([N:14]2[CH2:18][C@@H:17]([CH2:19][C:20]([CH3:23])([CH3:22])[CH3:21])[C@@:16]([C:26]3[CH:31]=[CH:30][C:29]([Cl:32])=[CH:28][C:27]=3[F:33])([C:24]#[N:25])[C@H:15]2[C:34]2[CH:39]=[CH:38][CH:37]=[C:36]([Cl:40])[C:35]=2[F:41])=[O:13])[CH2:8][CH2:7]1)C.[Li+].[OH-]. The catalyst is C1COCC1.O. The product is [Cl:40][C:36]1[C:35]([F:41])=[C:34]([C@@H:15]2[C@:16]([C:26]3[CH:31]=[CH:30][C:29]([Cl:32])=[CH:28][C:27]=3[F:33])([C:24]#[N:25])[C@H:17]([CH2:19][C:20]([CH3:21])([CH3:22])[CH3:23])[CH2:18][N:14]2[C:12]([N:9]2[CH2:8][CH2:7][CH:6]([CH2:5][C:4]([OH:42])=[O:3])[CH2:11][CH2:10]2)=[O:13])[CH:39]=[CH:38][CH:37]=1. The yield is 0.936. (7) The reactants are [CH3:1][O:2][C:3]([C:5]1[S:9][C:8]2[CH:10]=[C:11]([C:14]([O:16]C(C)(C)C)=[O:15])[CH:12]=[CH:13][C:7]=2[C:6]=1[O:21][CH2:22][C:23]([O:25][CH3:26])=[O:24])=[O:4].FC(F)(F)C(O)=O. The catalyst is ClCCl. The product is [CH3:1][O:2][C:3]([C:5]1[S:9][C:8]2[CH:10]=[C:11]([C:14]([OH:16])=[O:15])[CH:12]=[CH:13][C:7]=2[C:6]=1[O:21][CH2:22][C:23]([O:25][CH3:26])=[O:24])=[O:4]. The yield is 1.08. (8) The reactants are [Br:1][C:2]1[CH:7]=[C:6]([F:8])[CH:5]=[CH:4][C:3]=1[CH:9]1[N:14]=[C:13]([C:15]2[S:16][CH:17]=[CH:18][N:19]=2)[NH:12][C:11]([CH2:20][N:21]2[CH2:26][CH2:25][O:24][CH2:23][CH:22]2[C:27](O)=[O:28])=[C:10]1[C:30]([O:32][CH2:33][CH3:34])=[O:31].Cl.[NH2:36][CH2:37][C:38]([O:40][CH2:41][CH3:42])=[O:39]. No catalyst specified. The product is [Br:1][C:2]1[CH:7]=[C:6]([F:8])[CH:5]=[CH:4][C:3]=1[CH:9]1[C:10]([C:30]([O:32][CH2:33][CH3:34])=[O:31])=[C:11]([CH2:20][N:21]2[CH2:26][CH2:25][O:24][CH2:23][CH:22]2[C:27](=[O:28])[NH:36][CH2:37][C:38]([O:40][CH2:41][CH3:42])=[O:39])[NH:12][C:13]([C:15]2[S:16][CH:17]=[CH:18][N:19]=2)=[N:14]1. The yield is 0.470. (9) The reactants are [F:1][C:2]1[CH:3]=[C:4]([C:10]2[C:15]([C:16]3[CH:21]=[CH:20][C:19]([O:22][CH3:23])=[CH:18][CH:17]=3)=[N:14][NH:13][C:12](=[O:24])[CH:11]=2)[CH:5]=[CH:6][C:7]=1[O:8][CH3:9].[Cl:25][C:26]1[CH:35]=[CH:34][C:29]([CH:30]=[CH:31][CH2:32]Cl)=[CH:28][CH:27]=1. No catalyst specified. The product is [Cl:25][C:26]1[CH:35]=[CH:34][C:29]([CH:30]=[CH:31][CH2:32][N:13]2[C:12](=[O:24])[CH:11]=[C:10]([C:4]3[CH:5]=[CH:6][C:7]([O:8][CH3:9])=[C:2]([F:1])[CH:3]=3)[C:15]([C:16]3[CH:17]=[CH:18][C:19]([O:22][CH3:23])=[CH:20][CH:21]=3)=[N:14]2)=[CH:28][CH:27]=1. The yield is 0.587.